Dataset: Full USPTO retrosynthesis dataset with 1.9M reactions from patents (1976-2016). Task: Predict the reactants needed to synthesize the given product. (1) Given the product [F:1][C:2]1[CH:3]=[CH:4][CH:5]=[C:6]2[C:10]=1[N:9]([CH2:11][CH:12]1[CH2:17][CH2:16][N:15]([CH:38]([CH3:40])[CH3:37])[CH2:14][CH2:13]1)[C:8](=[O:18])[C:7]12[C:22]2=[CH:23][C:24]3[O:28][CH2:27][O:26][C:25]=3[CH:29]=[C:21]2[O:20][CH2:19]1, predict the reactants needed to synthesize it. The reactants are: [F:1][C:2]1[CH:3]=[CH:4][CH:5]=[C:6]2[C:10]=1[N:9]([CH2:11][CH:12]1[CH2:17][CH2:16][NH:15][CH2:14][CH2:13]1)[C:8](=[O:18])[C:7]12[C:22]2=[CH:23][C:24]3[O:28][CH2:27][O:26][C:25]=3[CH:29]=[C:21]2[O:20][CH2:19]1.C(N(CC)CC)C.[CH3:37][C:38]([CH3:40])=O.C(O[BH-](OC(=O)C)OC(=O)C)(=O)C.[Na+]. (2) Given the product [Br:24][C:22]1[CH:23]=[C:18]([NH:1][C:2]2[NH:6][N:5]=[C:4]([CH:14]3[CH2:15][CH2:16]3)[CH:3]=2)[C:19](=[O:26])[N:20]([CH3:25])[CH:21]=1, predict the reactants needed to synthesize it. The reactants are: [NH2:1][C:2]1[N:6](C(OC(C)(C)C)=O)[N:5]=[C:4]([CH:14]2[CH2:16][CH2:15]2)[CH:3]=1.Br[C:18]1[C:19](=[O:26])[N:20]([CH3:25])[CH:21]=[C:22]([Br:24])[CH:23]=1.C(=O)([O-])[O-].[Cs+].[Cs+].CC1(C)C2C(=C(P(C3C=CC=CC=3)C3C=CC=CC=3)C=CC=2)OC2C(P(C3C=CC=CC=3)C3C=CC=CC=3)=CC=CC1=2. (3) Given the product [Br:1][C:2]1[C:18]([CH3:19])=[C:17]([B:37]2[O:41][C:40]([CH3:43])([CH3:42])[C:39]([CH3:45])([CH3:44])[O:38]2)[CH:16]=[CH:15][C:3]=1[O:4][Si:5]([CH:12]([CH3:14])[CH3:13])([CH:9]([CH3:11])[CH3:10])[CH:6]([CH3:8])[CH3:7], predict the reactants needed to synthesize it. The reactants are: [Br:1][C:2]1[C:18]([CH3:19])=[C:17](Br)[CH:16]=[CH:15][C:3]=1[O:4][Si:5]([CH:12]([CH3:14])[CH3:13])([CH:9]([CH3:11])[CH3:10])[CH:6]([CH3:8])[CH3:7].C(=O)=O.CC(C)=O.[Li]CCCC.C(O[B:37]1[O:41][C:40]([CH3:43])([CH3:42])[C:39]([CH3:45])([CH3:44])[O:38]1)(C)C. (4) Given the product [C:21]1([NH:20][C:19]([C:11]2[C:12]([C:13]3[CH:14]=[CH:15][CH:16]=[CH:17][CH:18]=3)=[C:8]([C:5]3[CH:4]=[CH:3][C:2]([F:1])=[CH:7][CH:6]=3)[N:9]([CH2:31][CH2:32][C@@H:33]3[CH2:34][C@@H:35]([OH:42])[CH2:36][C:37](=[O:39])[O:38]3)[C:10]=2[CH:28]([CH3:30])[CH3:29])=[O:27])[CH:26]=[CH:25][CH:24]=[CH:23][CH:22]=1, predict the reactants needed to synthesize it. The reactants are: [F:1][C:2]1[CH:7]=[CH:6][C:5]([C:8]2[N:9]([CH2:31][CH2:32][C:33](=O)[CH2:34][C:35](=[O:42])[CH2:36][C:37]([O:39]CC)=[O:38])[C:10]([CH:28]([CH3:30])[CH3:29])=[C:11]([C:19](=[O:27])[NH:20][C:21]3[CH:26]=[CH:25][CH:24]=[CH:23][CH:22]=3)[C:12]=2[C:13]2[CH:18]=[CH:17][CH:16]=[CH:15][CH:14]=2)=[CH:4][CH:3]=1.Br.C(=O)C1C=CC=CC=1.CC([O-])(C)C.[K+].[OH-].[K+]. (5) Given the product [CH3:1][O:2][C:3](=[O:12])[CH2:4][CH:5]1[CH2:10][CH2:9][CH2:8][C:7](=[O:11])[CH2:6]1, predict the reactants needed to synthesize it. The reactants are: [CH3:1][O:2][C:3](=[O:12])[CH2:4][C@H:5]1[CH2:10][CH2:9][CH2:8][C@@H:7]([OH:11])[CH2:6]1.O.C[N+]1([O-])CCOCC1. (6) Given the product [CH:34]([N:32]1[CH:33]=[C:29]([C:26]2[CH:25]=[CH:24][C:23]([C:20]3([C:17]4[N:13]5[CH2:14][CH2:15][S:16][C:10]([CH2:9][OH:8])([CH3:37])[CH2:11][C:12]5=[N:19][N:18]=4)[CH2:22][CH2:21]3)=[CH:28][CH:27]=2)[CH:30]=[N:31]1)([CH3:36])[CH3:35], predict the reactants needed to synthesize it. The reactants are: [Si]([O:8][CH2:9][C:10]1([CH3:37])[S:16][CH2:15][CH2:14][N:13]2[C:17]([C:20]3([C:23]4[CH:28]=[CH:27][C:26]([C:29]5[CH:30]=[N:31][N:32]([CH:34]([CH3:36])[CH3:35])[CH:33]=5)=[CH:25][CH:24]=4)[CH2:22][CH2:21]3)=[N:18][N:19]=[C:12]2[CH2:11]1)(C(C)(C)C)(C)C.Cl. (7) Given the product [Br:1][C:2]1[CH:15]=[CH:14][C:5]([C:6]([N:8]([CH2:9][CH3:23])[CH2:10][CH3:11])=[O:7])=[C:4]([S:16]([CH:19]([CH3:21])[CH3:20])(=[O:18])=[O:17])[CH:3]=1, predict the reactants needed to synthesize it. The reactants are: [Br:1][C:2]1[CH:15]=[CH:14][C:5]([C:6]([N:8]([CH2:10][CH2:11]CC)[CH3:9])=[O:7])=[C:4]([S:16]([CH:19]([CH3:21])[CH3:20])(=[O:18])=[O:17])[CH:3]=1.Br[C:23]1C=CC(C(O)=O)=C(S(C(C)C)(=O)=O)C=1.C(NCC)C. (8) Given the product [Cl:14][C:15]1[CH:20]=[CH:19][C:18]([C:21]2([C:24]([N:26]3[CH2:30][C@H:29]([S:31]([C:34]4[CH:39]=[CH:38][CH:37]=[CH:36][C:35]=4[Cl:40])(=[O:32])=[O:33])[CH2:28][C@H:27]3[C:41]([NH:1][C@@H:2]([CH2:11][CH2:12][CH3:13])[C:3](=[O:10])[C:4]([NH:6][CH:7]3[CH2:8][CH2:9]3)=[O:5])=[O:42])=[O:25])[CH2:23][CH2:22]2)=[CH:17][CH:16]=1, predict the reactants needed to synthesize it. The reactants are: [NH2:1][C@@H:2]([CH2:11][CH2:12][CH3:13])[C@H:3]([OH:10])[C:4]([NH:6][CH:7]1[CH2:9][CH2:8]1)=[O:5].[Cl:14][C:15]1[CH:20]=[CH:19][C:18]([C:21]2([C:24]([N:26]3[CH2:30][C@H:29]([S:31]([C:34]4[CH:39]=[CH:38][CH:37]=[CH:36][C:35]=4[Cl:40])(=[O:33])=[O:32])[CH2:28][C@H:27]3[C:41](O)=[O:42])=[O:25])[CH2:23][CH2:22]2)=[CH:17][CH:16]=1. (9) Given the product [CH2:24]([O:5][C:4](=[O:6])[C:3]1[CH:7]=[CH:8][C:9]([C:11]([F:12])([F:13])[F:14])=[CH:10][C:2]=1[O:1][CH2:21][CH3:22])[CH3:25], predict the reactants needed to synthesize it. The reactants are: [OH:1][C:2]1[CH:10]=[C:9]([C:11]([F:14])([F:13])[F:12])[CH:8]=[CH:7][C:3]=1[C:4]([OH:6])=[O:5].C(=O)([O-])[O-].[K+].[K+].[CH2:21](I)[CH3:22].[CH2:24](O)[CH3:25]. (10) Given the product [C:5]1([C:3]2[N:16]=[C:17]3[CH:22]=[C:21]([NH2:23])[N:20]=[CH:19][N:18]3[CH:2]=2)[CH:10]=[CH:9][CH:8]=[CH:7][CH:6]=1, predict the reactants needed to synthesize it. The reactants are: Br[CH2:2][C:3]([C:5]1[CH:10]=[CH:9][CH:8]=[CH:7][CH:6]=1)=O.C([O-])(O)=O.[Na+].[NH2:16][C:17]1[CH:22]=[C:21]([NH2:23])[N:20]=[CH:19][N:18]=1.O.